This data is from Retrosynthesis with 50K atom-mapped reactions and 10 reaction types from USPTO. The task is: Predict the reactants needed to synthesize the given product. (1) Given the product O=C(OCc1ccccc1)[C@H](Cc1ccccc1)OC(=O)N1CCS(=O)C1, predict the reactants needed to synthesize it. The reactants are: O=C(OCc1ccccc1)[C@H](Cc1ccccc1)OC(=O)N1CCSC1.O=S([O-])[O-]. (2) Given the product OCc1cc2ccccc2[nH]1, predict the reactants needed to synthesize it. The reactants are: CCOC(=O)c1cc2ccccc2[nH]1.